From a dataset of Forward reaction prediction with 1.9M reactions from USPTO patents (1976-2016). Predict the product of the given reaction. (1) Given the reactants [CH3:1][C:2]1[CH:11]=[CH:10][C:9]2[C:4](=[N:5][CH:6]=[CH:7][CH:8]=2)[N:3]=1.[Li][CH3:13], predict the reaction product. The product is: [CH3:1][CH:2]1[CH:11]=[CH:10][C:9]2[C:4](=[N:5][C:6]([CH3:13])=[CH:7][CH:8]=2)[NH:3]1. (2) Given the reactants [N+:1]([C:4]1[N:5]=[CH:6][N:7]([CH:9]2[CH2:12][O:11][CH2:10]2)[CH:8]=1)([O-])=O, predict the reaction product. The product is: [O:11]1[CH2:12][CH:9]([N:7]2[CH:8]=[C:4]([NH2:1])[N:5]=[CH:6]2)[CH2:10]1. (3) Given the reactants [Cl:1][C:2]1[CH:32]=[CH:31][C:5]([CH2:6][N:7]2[C:15]3[C:10](=[CH:11][C:12](/[CH:16]=[C:17]4/[C:18](=[O:30])[N:19]([CH2:23][C@H:24]5[O:29][CH2:28][CH2:27][NH:26][CH2:25]5)[C:20](=[O:22])[S:21]/4)=[CH:13][CH:14]=3)[CH:9]=[N:8]2)=[C:4]([C:33]([F:36])([F:35])[F:34])[CH:3]=1.[CH2:37]=O, predict the reaction product. The product is: [Cl:1][C:2]1[CH:32]=[CH:31][C:5]([CH2:6][N:7]2[C:15]3[C:10](=[CH:11][C:12](/[CH:16]=[C:17]4/[C:18](=[O:30])[N:19]([CH2:23][C@H:24]5[O:29][CH2:28][CH2:27][N:26]([CH3:37])[CH2:25]5)[C:20](=[O:22])[S:21]/4)=[CH:13][CH:14]=3)[CH:9]=[N:8]2)=[C:4]([C:33]([F:36])([F:35])[F:34])[CH:3]=1. (4) Given the reactants [C:1]([N:4]1[C:13]2[C:8](=[CH:9][CH:10]=[CH:11][CH:12]=2)[C:7](=O)[CH2:6][C@@H:5]1[CH3:15])(=[O:3])[CH3:2].[NH2:16][C:17]1[CH:22]=[CH:21][CH:20]=[CH:19][CH:18]=1.O.C1(C)C=CC(S(O)(=O)=O)=CC=1, predict the reaction product. The product is: [CH3:15][C@H:5]1[CH2:6][C:7](=[N:16][C:17]2[CH:22]=[CH:21][CH:20]=[CH:19][CH:18]=2)[C:8]2[C:13](=[CH:12][CH:11]=[CH:10][CH:9]=2)[N:4]1[C:1](=[O:3])[CH3:2]. (5) Given the reactants F[P-](F)(F)(F)(F)F.N1(O[P+](N(C)C)(N(C)C)N(C)C)C2C=CC=C[C:11]=2N=N1.[C:28]([O:32][C:33]([N:35]([C:81]([O:83][C:84]([CH3:87])([CH3:86])[CH3:85])=[O:82])[C:36]1[C:45]2[C:40](=[CH:41][C:42]([NH:46][CH:47]([C:51]3[CH:56]=[CH:55][C:54]([C@@H:57]([CH3:79])[CH2:58][O:59][C:60](=[O:78])[NH:61][C:62]4[CH:67]=[C:66]([CH2:68][NH:69][CH3:70])[C:65]([O:71][C@@H:72]5[CH2:76][CH2:75][O:74][CH2:73]5)=[C:64]([F:77])[CH:63]=4)=[C:53](C)[CH:52]=3)[C:48]([OH:50])=O)=[CH:43][CH:44]=2)[CH:39]=[CH:38][N:37]=1)=[O:34])([CH3:31])([CH3:30])[CH3:29], predict the reaction product. The product is: [C:28]([O:32][C:33]([N:35]([C:36]1[C:45]2[C:44](=[CH:43][C:42]([NH:46][CH:47]3[C:48](=[O:50])[N:69]([CH3:70])[CH2:68][C:66]4[CH:67]=[C:62]([CH:63]=[C:64]([F:77])[C:65]=4[O:71][C@@H:72]4[CH2:76][CH2:75][O:74][CH2:73]4)[NH:61][C:60](=[O:78])[O:59][CH2:58][C@H:57]([CH3:79])[C:54]4[C:53]([CH3:11])=[CH:52][C:51]3=[CH:56][CH:55]=4)=[CH:41][CH:40]=2)[CH:39]=[CH:38][N:37]=1)[C:81](=[O:82])[O:83][C:84]([CH3:85])([CH3:87])[CH3:86])=[O:34])([CH3:31])([CH3:29])[CH3:30]. (6) Given the reactants [NH:1]1[CH:5]=[CH:4][N:3]=[C:2]1[C:6]([OH:8])=O.CN(C(ON1N=NC2C=CC=NC1=2)=[N+](C)C)C.F[P-](F)(F)(F)(F)F.[NH:33]1[C:41]2[C:36](=[C:37]([C:42]3[CH:43]=[C:44]([NH2:57])[C:45]4[C:49]([CH:50]=3)=[N:48][N:47](C3CCCCO3)[CH:46]=4)[CH:38]=[CH:39][CH:40]=2)[CH:35]=[CH:34]1.CCN(C(C)C)C(C)C.N, predict the reaction product. The product is: [NH:33]1[C:41]2[C:36](=[C:37]([C:42]3[CH:50]=[C:49]4[C:45]([CH:46]=[N:47][NH:48]4)=[C:44]([NH:57][C:6]([C:2]4[NH:1][CH:5]=[CH:4][N:3]=4)=[O:8])[CH:43]=3)[CH:38]=[CH:39][CH:40]=2)[CH:35]=[CH:34]1.